From a dataset of Peptide-MHC class I binding affinity with 185,985 pairs from IEDB/IMGT. Regression. Given a peptide amino acid sequence and an MHC pseudo amino acid sequence, predict their binding affinity value. This is MHC class I binding data. (1) The peptide sequence is AENGWGFYF. The MHC is HLA-B07:02 with pseudo-sequence HLA-B07:02. The binding affinity (normalized) is 0.0847. (2) The peptide sequence is KYLVTRHADV. The MHC is H-2-Kd with pseudo-sequence H-2-Kd. The binding affinity (normalized) is 0.676. (3) The MHC is HLA-A02:06 with pseudo-sequence HLA-A02:06. The binding affinity (normalized) is 0. The peptide sequence is HPNIEEVAL.